This data is from Acute oral toxicity (LD50) regression data from Zhu et al.. The task is: Regression/Classification. Given a drug SMILES string, predict its toxicity properties. Task type varies by dataset: regression for continuous values (e.g., LD50, hERG inhibition percentage) or binary classification for toxic/non-toxic outcomes (e.g., AMES mutagenicity, cardiotoxicity, hepatotoxicity). Dataset: ld50_zhu. (1) The molecule is CCn1cc(C(=O)O)c(=O)c2cc(F)c(N3CCNC(C)C3)c(F)c21. The rat oral LD50 is 1.97, given as -log10 of the dose in mol/kg body weight (higher means more acutely toxic). (2) The drug is CCCCOCCOCCCC. The rat oral LD50 is 1.73, given as -log10 of the dose in mol/kg body weight (higher means more acutely toxic). (3) The rat oral LD50 is 1.91, given as -log10 of the dose in mol/kg body weight (higher means more acutely toxic). The compound is CC(C)C(=O)OC1CCC(N2CCCCC2)CC1. (4) The molecule is c1ccc([Si]23OCCN(CCO2)CCO3)cc1. The rat oral LD50 is 5.23, given as -log10 of the dose in mol/kg body weight (higher means more acutely toxic). (5) The molecule is CN(C)P1(=S)OCc2cc([N+](=O)[O-])ccc2O1. The rat oral LD50 is 3.34, given as -log10 of the dose in mol/kg body weight (higher means more acutely toxic). (6) The rat oral LD50 is 1.81, given as -log10 of the dose in mol/kg body weight (higher means more acutely toxic). The drug is COCC(C)OCC(C)OCC(C)O. (7) The compound is CO[Si](CCCOCC1CO1)(OC)OC. The rat oral LD50 is 1.01, given as -log10 of the dose in mol/kg body weight (higher means more acutely toxic). (8) The compound is NC(=O)c1nc[nH]c1N=NN(CCCl)CCCl. The rat oral LD50 is 3.02, given as -log10 of the dose in mol/kg body weight (higher means more acutely toxic).